From a dataset of Full USPTO retrosynthesis dataset with 1.9M reactions from patents (1976-2016). Predict the reactants needed to synthesize the given product. (1) Given the product [F:1][C:2]1[CH:31]=[CH:30][CH:29]=[CH:28][C:3]=1[CH2:4][C:5]1[C:6]2[CH2:27][N:26]([C:32](=[O:34])[CH3:33])[CH2:25][CH2:24][C:7]=2[N:8]=[C:9]([NH:11][C:12]2[CH:13]=[CH:14][C:15]([N:18]3[CH:22]=[CH:21][N:20]=[C:19]3[CH3:23])=[CH:16][CH:17]=2)[N:10]=1, predict the reactants needed to synthesize it. The reactants are: [F:1][C:2]1[CH:31]=[CH:30][CH:29]=[CH:28][C:3]=1[CH2:4][C:5]1[C:6]2[CH2:27][NH:26][CH2:25][CH2:24][C:7]=2[N:8]=[C:9]([NH:11][C:12]2[CH:17]=[CH:16][C:15]([N:18]3[CH:22]=[CH:21][N:20]=[C:19]3[CH3:23])=[CH:14][CH:13]=2)[N:10]=1.[C:32](OC(=O)C)(=[O:34])[CH3:33]. (2) Given the product [CH:1]1([N:5]2[CH2:6][CH2:7][N:8]([C:11]([C:13]3[CH:14]=[C:15]4[C:19](=[CH:20][CH:21]=3)[N:18]([C:37]3[CH:36]=[CH:35][CH:34]=[C:33]([F:32])[CH:38]=3)[C:17]([C:22]([N:24]3[CH2:29][CH2:28][S:27](=[O:30])(=[O:31])[CH2:26][CH2:25]3)=[O:23])=[CH:16]4)=[O:12])[CH2:9][CH2:10]2)[CH2:2][CH2:3][CH2:4]1, predict the reactants needed to synthesize it. The reactants are: [CH:1]1([N:5]2[CH2:10][CH2:9][N:8]([C:11]([C:13]3[CH:14]=[C:15]4[C:19](=[CH:20][CH:21]=3)[NH:18][C:17]([C:22]([N:24]3[CH2:29][CH2:28][S:27](=[O:31])(=[O:30])[CH2:26][CH2:25]3)=[O:23])=[CH:16]4)=[O:12])[CH2:7][CH2:6]2)[CH2:4][CH2:3][CH2:2]1.[F:32][C:33]1[CH:34]=[C:35](B(O)O)[CH:36]=[CH:37][CH:38]=1.N1C=CC=CC=1. (3) Given the product [CH3:26][C:25]1[CH:24]=[CH:23][S:22][C:21]=1[C:19]([C:2]1[CH:3]=[CH:4][C:5]([CH2:12][CH2:13][CH3:14])=[CH:6][CH:7]=1)=[O:20], predict the reactants needed to synthesize it. The reactants are: Br[C:2]1[CH:7]=[CH:6][C:5](OCC)=[CH:4][CH:3]=1.[Li][CH2:12][CH2:13][CH2:14]C.CON(C)[C:19]([C:21]1[S:22][CH:23]=[CH:24][C:25]=1[CH3:26])=[O:20].Cl. (4) Given the product [CH2:11]([O:18][C:9]1[CH:8]=[CH:7][C:4]([C:5]#[N:6])=[CH:3][C:2]=1[Br:1])[C:12]1[CH:17]=[CH:16][CH:15]=[CH:14][CH:13]=1, predict the reactants needed to synthesize it. The reactants are: [Br:1][C:2]1[CH:3]=[C:4]([CH:7]=[CH:8][C:9]=1F)[C:5]#[N:6].[CH2:11]([OH:18])[C:12]1[CH:17]=[CH:16][CH:15]=[CH:14][CH:13]=1.[H-].[Na+]. (5) Given the product [C:34]1([C:40]2([NH:43][C:27](=[O:28])[O:15][CH2:14][CH2:13][CH2:12][N:7]3[C:8](=[O:11])[C:9]4[NH:10][C:2]([Cl:1])=[N:3][C:4]=4[N:5]([CH2:17][CH2:18][CH2:19][CH2:20][CH3:21])[C:6]3=[O:16])[CH2:42][CH2:41]2)[CH:39]=[CH:38][CH:37]=[CH:36][CH:35]=1, predict the reactants needed to synthesize it. The reactants are: [Cl:1][C:2]1[NH:10][C:9]2[C:8](=[O:11])[N:7]([CH2:12][CH2:13][CH2:14][OH:15])[C:6](=[O:16])[N:5]([CH2:17][CH2:18][CH2:19][CH2:20][CH3:21])[C:4]=2[N:3]=1.C1N=CN([C:27](N2C=NC=C2)=[O:28])C=1.[C:34]1([C:40]2([NH2:43])[CH2:42][CH2:41]2)[CH:39]=[CH:38][CH:37]=[CH:36][CH:35]=1.